Dataset: Forward reaction prediction with 1.9M reactions from USPTO patents (1976-2016). Task: Predict the product of the given reaction. (1) Given the reactants [F:1][C:2]1[CH:7]=[CH:6][C:5]([CH3:8])=[CH:4][N:3]=1.[Br:9]N1C(=O)CCC1=O.C(OOC(=O)C1C=CC=CC=1)(=O)C1C=CC=CC=1, predict the reaction product. The product is: [Br:9][CH2:8][C:5]1[CH:6]=[CH:7][C:2]([F:1])=[N:3][CH:4]=1. (2) Given the reactants [CH2:1]([O:3][C:4]([C:6]1[C:7]2[CH:18]=[CH:17][CH:16]=[CH:15][C:8]=2[S:9][C:10]=1[NH:11]C(=O)C)=[O:5])[CH3:2].N1CCCC1, predict the reaction product. The product is: [CH2:1]([O:3][C:4]([C:6]1[C:7]2[CH:18]=[CH:17][CH:16]=[CH:15][C:8]=2[S:9][C:10]=1[NH2:11])=[O:5])[CH3:2].